From a dataset of Forward reaction prediction with 1.9M reactions from USPTO patents (1976-2016). Predict the product of the given reaction. (1) Given the reactants Br[CH2:2][C:3]1[CH:8]=[CH:7][C:6]([C:9]([N:11]2[CH2:15][CH2:14][CH2:13][CH2:12]2)=[O:10])=[CH:5][CH:4]=1.[F:16][C:17]([F:28])([F:27])[C:18]1[C:26]2[CH2:25][CH2:24][CH2:23][CH2:22][C:21]=2[NH:20][N:19]=1.C(=O)([O-])[O-].[K+].[K+], predict the reaction product. The product is: [N:11]1([C:9]([C:6]2[CH:7]=[CH:8][C:3]([CH2:2][N:20]3[C:21]4[CH2:22][CH2:23][CH2:24][CH2:25][C:26]=4[C:18]([C:17]([F:16])([F:28])[F:27])=[N:19]3)=[CH:4][CH:5]=2)=[O:10])[CH2:15][CH2:14][CH2:13][CH2:12]1. (2) Given the reactants Br[C:2]1[CH:3]=[CH:4][C:5]([NH:8][C:9](=[O:11])[CH3:10])=[N:6][CH:7]=1.[C:12]([O:17][CH2:18][CH3:19])(=[O:16])/[CH:13]=[CH:14]/[CH3:15].C(N(CC)CC)C, predict the reaction product. The product is: [C:9]([NH:8][C:5]1[N:6]=[CH:7][C:2]([C:14]([CH3:15])=[CH:13][C:12]([O:17][CH2:18][CH3:19])=[O:16])=[CH:3][CH:4]=1)(=[O:11])[CH3:10]. (3) Given the reactants [F:1][C:2]1[CH:3]=[C:4]([C:8]2[CH:9]=[C:10]([NH2:13])[NH:11][N:12]=2)[CH:5]=[CH:6][CH:7]=1.C([O:16][C:17](=O)[CH2:18][C:19]([C:21]([F:24])([F:23])[F:22])=[O:20])C, predict the reaction product. The product is: [F:1][C:2]1[CH:3]=[C:4]([C:8]2[C:9]3[C:19]([OH:20])([C:21]([F:24])([F:23])[F:22])[CH2:18][C:17](=[O:16])[NH:13][C:10]=3[NH:11][N:12]=2)[CH:5]=[CH:6][CH:7]=1. (4) Given the reactants [NH2:1][C:2]1[CH:7]=[CH:6][CH:5]=[C:4](Br)[N:3]=1.C(=O)(O)[O-].[Na+].C([O:17][C:18]1[CH:45]=[CH:44][C:43](B2OC(C)(C)C(C)(C)O2)=[CH:42][C:19]=1[C:20]([NH:22][C:23]1[CH:35]=[C:34]([C:36]2[CH:41]=[CH:40][CH:39]=[CH:38][CH:37]=2)[CH:33]=[CH:32][C:24]=1[C:25]([O:27][C:28]([CH3:31])([CH3:30])[CH3:29])=[O:26])=[O:21])(=O)C.C(=O)([O-])[O-].[Na+].[Na+], predict the reaction product. The product is: [NH2:1][C:2]1[N:3]=[C:4]([C:43]2[CH:44]=[CH:45][C:18]([OH:17])=[C:19]([CH:42]=2)[C:20]([NH:22][C:23]2[CH:35]=[C:34]([C:36]3[CH:41]=[CH:40][CH:39]=[CH:38][CH:37]=3)[CH:33]=[CH:32][C:24]=2[C:25]([O:27][C:28]([CH3:31])([CH3:30])[CH3:29])=[O:26])=[O:21])[CH:5]=[CH:6][CH:7]=1. (5) Given the reactants [OH:1][C:2]1[CH:3]=[C:4]([CH:8]([C:12]2[CH:17]=[CH:16][CH:15]=[CH:14][CH:13]=2)[NH:9]C=O)[CH:5]=[CH:6][CH:7]=1.[ClH:18], predict the reaction product. The product is: [ClH:18].[NH2:9][CH:8]([C:12]1[CH:17]=[CH:16][CH:15]=[CH:14][CH:13]=1)[C:4]1[CH:3]=[C:2]([OH:1])[CH:7]=[CH:6][CH:5]=1. (6) Given the reactants [Cl:1][C:2]1[CH:3]=[C:4]([C:8]2[N:13]=[C:12]3[CH2:14][CH2:15][CH2:16][C:11]3=[C:10]([CH2:17][C:18]3[CH:23]=[CH:22][C:21]([CH2:24][C:25]([OH:27])=[O:26])=[CH:20][CH:19]=3)[CH:9]=2)[CH:5]=[CH:6][CH:7]=1.Cl.[CH3:29]O, predict the reaction product. The product is: [Cl:1][C:2]1[CH:3]=[C:4]([C:8]2[N:13]=[C:12]3[CH2:14][CH2:15][CH2:16][C:11]3=[C:10]([CH2:17][C:18]3[CH:19]=[CH:20][C:21]([CH2:24][C:25]([O:27][CH3:29])=[O:26])=[CH:22][CH:23]=3)[CH:9]=2)[CH:5]=[CH:6][CH:7]=1.